Dataset: Catalyst prediction with 721,799 reactions and 888 catalyst types from USPTO. Task: Predict which catalyst facilitates the given reaction. (1) Reactant: OC(N1CCC(CCCC([C:26]2[CH:31]=[CH:30][C:29]([C:32]([CH3:37])([CH3:36])[C:33]([OH:35])=[O:34])=[CH:28][CH:27]=2)=O)CC1)(C1C=CC=CC=1)C1C=CC=CC=1.[BH4-].[Na+]. Product: [CH3:37][C:32]([C:29]1[CH:30]=[CH:31][CH:26]=[CH:27][CH:28]=1)([CH3:36])[C:33]([OH:35])=[O:34]. The catalyst class is: 5. (2) Reactant: I[C:2]1[CH:3]=[CH:4][C:5]2[N:6]([CH:8]=[CH:9][N:10]=2)[CH:7]=1.CN(C)C=O.C(=O)([O-])O.[Na+].[CH3:21][N:22]1[CH:26]=[C:25](B(O)O)[CH:24]=[N:23]1. Product: [CH3:21][N:22]1[CH:26]=[C:25]([C:2]2[CH:3]=[CH:4][C:5]3[N:6]([CH:8]=[CH:9][N:10]=3)[CH:7]=2)[CH:24]=[N:23]1. The catalyst class is: 257. (3) Reactant: C(OC(=O)[NH:7][C@:8]1([CH3:17])[CH2:10][C@H:9]1[C:11]1[CH:16]=[CH:15][CH:14]=[CH:13][CH:12]=1)(C)(C)C.Cl.O1CCOCC1. Product: [CH3:17][C@@:8]1([NH2:7])[CH2:10][C@H:9]1[C:11]1[CH:16]=[CH:15][CH:14]=[CH:13][CH:12]=1. The catalyst class is: 6. (4) Reactant: [Br-].[CH2:2]([O:9][C:10]([CH2:12][N+:13]1[CH:18]=[CH:17][CH:16]=[CH:15][CH:14]=1)=[O:11])[C:3]1[CH:8]=[CH:7][CH:6]=[CH:5][CH:4]=1.[C:19]([O:23][C:24]([CH3:27])([CH3:26])[CH3:25])(=[O:22])[C:20]#[CH:21].C(N(CC)CC)C.O. Product: [C:24]([O:23][C:19]([C:20]1[CH:21]=[C:12]([C:10]([O:9][CH2:2][C:3]2[CH:4]=[CH:5][CH:6]=[CH:7][CH:8]=2)=[O:11])[N:13]2[C:18]=1[CH:17]=[CH:16][CH:15]=[CH:14]2)=[O:22])([CH3:27])([CH3:26])[CH3:25]. The catalyst class is: 3.